The task is: Predict the reaction yield, written as a fraction of the theoretical maximum amount of product (1.0 means a 100% yield; for example, 0.34 means a 34% yield).. This data is from Reaction yield outcomes from USPTO patents with 853,638 reactions. (1) The reactants are [CH2:1]([N:8]([CH2:12][Si](C)(C)C)[CH2:9]OC)[C:2]1[CH:7]=[CH:6][CH:5]=[CH:4][CH:3]=1.[F:17][CH:18]([F:24])/[CH:19]=[CH:20]/[N+:21]([O-:23])=[O:22]. The catalyst is C(Cl)Cl.C(O)(C(F)(F)F)=O. The product is [CH2:1]([N:8]1[CH2:12][C@@H:20]([N+:21]([O-:23])=[O:22])[C@H:19]([CH:18]([F:24])[F:17])[CH2:9]1)[C:2]1[CH:7]=[CH:6][CH:5]=[CH:4][CH:3]=1. The yield is 0.490. (2) The yield is 0.260. The catalyst is O1CCOCC1.C([O-])(=O)C.[Pd+2].C([O-])(=O)C. The reactants are [CH3:1][C@@H:2]1[CH2:7][NH:6][CH2:5][CH2:4][NH:3]1.Br[C:9]1[S:10][CH:11]=[CH:12][N:13]=1.C1(C2C=CC=CC=2)C=CC=CC=1P(C(C)(C)C)C(C)(C)C.C(=O)([O-])[O-].[Cs+].[Cs+]. The product is [CH3:1][CH:2]1[NH:3][CH2:4][CH2:5][N:6]([C:9]2[S:10][CH:11]=[CH:12][N:13]=2)[CH2:7]1. (3) The reactants are Br[C:2]1[CH:3]=[C:4]([S:8]([NH:11][C:12]2[CH:21]=[CH:20][C:15]([C:16]([O:18][CH3:19])=[O:17])=[C:14]([OH:22])[CH:13]=2)(=[O:10])=[O:9])[CH:5]=[CH:6][CH:7]=1.CC1(C)C(C)(C)OB([C:31]2[CH:36]=[CH:35][CH:34]=[CH:33][C:32]=2[OH:37])O1.CCN(C(C)C)C(C)C.C(Cl)Cl.C(O)(C(F)(F)F)=O. The catalyst is O1CCOCC1.C1C=CC(P(C2C=CC=CC=2)[C-]2C=CC=C2)=CC=1.C1C=CC(P(C2C=CC=CC=2)[C-]2C=CC=C2)=CC=1.Cl[Pd]Cl.[Fe+2]. The product is [OH:22][C:14]1[CH:13]=[C:12]([NH:11][S:8]([C:4]2[CH:3]=[C:2]([C:31]3[CH:36]=[CH:35][CH:34]=[CH:33][C:32]=3[OH:37])[CH:7]=[CH:6][CH:5]=2)(=[O:10])=[O:9])[CH:21]=[CH:20][C:15]=1[C:16]([O:18][CH3:19])=[O:17]. The yield is 0.820. (4) The reactants are [CH2:1]([O:8][C:9]([N:11]1[CH2:15][CH:14]([OH:16])[CH2:13][CH:12]1[CH2:17][C:18]1[C:26]2[C:21](=[N:22][CH:23]=[CH:24][CH:25]=2)[NH:20][CH:19]=1)=[O:10])[C:2]1[CH:7]=[CH:6][CH:5]=[CH:4][CH:3]=1.[N+:27]([C:30]1[CH:38]=[CH:37][C:33]([C:34](O)=[O:35])=[CH:32][CH:31]=1)([O-:29])=[O:28].C1C=CC(P(C2C=CC=CC=2)C2C=CC=CC=2)=CC=1.CC(OC(/N=N/C(OC(C)C)=O)=O)C. The catalyst is C1COCC1. The product is [CH2:1]([O:8][C:9]([N:11]1[CH2:15][CH:14]([O:16][C:34](=[O:35])[C:33]2[CH:32]=[CH:31][C:30]([N+:27]([O-:29])=[O:28])=[CH:38][CH:37]=2)[CH2:13][CH:12]1[CH2:17][C:18]1[C:26]2[C:21](=[N:22][CH:23]=[CH:24][CH:25]=2)[NH:20][CH:19]=1)=[O:10])[C:2]1[CH:3]=[CH:4][CH:5]=[CH:6][CH:7]=1. The yield is 0.950. (5) The reactants are [Cl:1][C:2]1[N:3]=[C:4](Cl)[C:5]2[CH2:10][CH2:9][CH:8]([C:11]3[CH:16]=[CH:15][CH:14]=[CH:13][CH:12]=3)[C:6]=2[N:7]=1.[CH:18]1([NH2:22])[CH2:21][CH2:20][CH2:19]1.O. The catalyst is CN1C(=O)CCC1. The product is [Cl:1][C:2]1[N:3]=[C:4]([NH:22][CH:18]2[CH2:21][CH2:20][CH2:19]2)[C:5]2[CH2:10][CH2:9][CH:8]([C:11]3[CH:16]=[CH:15][CH:14]=[CH:13][CH:12]=3)[C:6]=2[N:7]=1. The yield is 0.940. (6) The reactants are [NH2:1][C:2]1[CH:3]=[C:4]([C:9]2[N:10]([CH2:22][CH3:23])[C:11]3[C:16]([C:17]=2[C:18]#[N:19])=[CH:15][CH:14]=[C:13]([O:20][CH3:21])[CH:12]=3)[CH:5]=[CH:6][C:7]=1[OH:8].C1N=CN([C:29](N2C=NC=C2)=[O:30])C=1. The catalyst is C1COCC1. The product is [CH2:22]([N:10]1[C:11]2[C:16](=[CH:15][CH:14]=[C:13]([O:20][CH3:21])[CH:12]=2)[C:17]([C:18]#[N:19])=[C:9]1[C:4]1[CH:5]=[CH:6][C:7]2[O:8][C:29](=[O:30])[NH:1][C:2]=2[CH:3]=1)[CH3:23]. The yield is 0.810. (7) The reactants are [CH2:1]([NH:3][C:4]1[C:5]([NH2:11])=[N:6][CH:7]=[N:8][C:9]=1[Cl:10])[CH3:2].[O:12]1CCOC[CH2:13]1. No catalyst specified. The product is [CH2:1]([N:3]1[C:4]2[C:5](=[N:6][CH:7]=[N:8][C:9]=2[Cl:10])[NH:11][C:13]1=[O:12])[CH3:2]. The yield is 0.600. (8) The product is [CH2:1]([O:8][C:9]1[CH:10]=[C:11]2[C:16](=[CH:17][CH:18]=1)[C:15](=[O:19])[N:14]([CH2:20][CH:21]([CH3:23])[CH3:22])[C:13]([C:24]([OH:26])=[O:25])=[C:12]2[C:28]1[S:29][CH:30]=[CH:31][CH:32]=1)[C:2]1[CH:3]=[CH:4][CH:5]=[CH:6][CH:7]=1. The reactants are [CH2:1]([O:8][C:9]1[CH:10]=[C:11]2[C:16](=[CH:17][CH:18]=1)[C:15](=[O:19])[N:14]([CH2:20][CH:21]([CH3:23])[CH3:22])[C:13]([C:24]([O:26]C)=[O:25])=[C:12]2[C:28]1[S:29][CH:30]=[CH:31][CH:32]=1)[C:2]1[CH:7]=[CH:6][CH:5]=[CH:4][CH:3]=1.O.[OH-].[Li+].Cl. The yield is 0.877. The catalyst is CO.O. (9) The reactants are [F:1][C:2]([F:17])([F:16])[C:3]1[CH:8]=[CH:7][C:6]([C:9]2[O:10][CH:11]=[C:12]([CH2:14]Cl)[N:13]=2)=[CH:5][CH:4]=1.[NH2:18][C:19]1[CH:28]=[CH:27][C:26]2[C:25]([OH:29])=[CH:24][CH:23]=[CH:22][C:21]=2[CH:20]=1.[S:30](O[S:30]([C:33]([F:36])([F:35])[F:34])(=[O:32])=[O:31])([C:33]([F:36])([F:35])[F:34])(=[O:32])=[O:31]. No catalyst specified. The product is [F:1][C:2]([F:17])([F:16])[C:3]1[CH:8]=[CH:7][C:6]([C:9]2[O:10][CH:11]=[C:12]([CH2:14][O:29][C:25]3[CH:24]=[CH:23][CH:22]=[C:21]4[C:26]=3[CH:27]=[CH:28][C:19]([NH:18][S:30]([C:33]([F:36])([F:35])[F:34])(=[O:32])=[O:31])=[CH:20]4)[N:13]=2)=[CH:5][CH:4]=1. The yield is 0.300.